Dataset: Forward reaction prediction with 1.9M reactions from USPTO patents (1976-2016). Task: Predict the product of the given reaction. (1) The product is: [F:11][CH:12]([F:15])[CH2:13][O:14][C:2]1[N:7]=[CH:6][C:5]([C:8](=[O:10])[CH3:9])=[CH:4][CH:3]=1. Given the reactants Cl[C:2]1[N:7]=[CH:6][C:5]([C:8](=[O:10])[CH3:9])=[CH:4][CH:3]=1.[F:11][CH:12]([F:15])[CH2:13][OH:14], predict the reaction product. (2) Given the reactants FC1C(O[C:9]([C:11]2[CH:12]=[C:13]3[C:17](=[CH:18][CH:19]=2)[NH:16][C:15](=[O:20])[C:14]3=[N:21][NH:22][C:23]2[CH:28]=[CH:27][C:26]([S:29](=[O:32])(=[O:31])[NH2:30])=[CH:25][CH:24]=2)=[O:10])=C(F)C(F)=C(F)C=1F.[N:37]1[CH:42]=[CH:41][CH:40]=[C:39]([CH2:43][NH2:44])[CH:38]=1, predict the reaction product. The product is: [N:37]1[CH:42]=[CH:41][CH:40]=[C:39]([CH2:43][NH:44][C:9]([C:11]2[CH:12]=[C:13]3[C:17](=[CH:18][CH:19]=2)[NH:16][C:15](=[O:20])[C:14]3=[N:21][NH:22][C:23]2[CH:24]=[CH:25][C:26]([S:29](=[O:32])(=[O:31])[NH2:30])=[CH:27][CH:28]=2)=[O:10])[CH:38]=1. (3) Given the reactants Br[C:2]1[CH:7]=[CH:6][C:5]([O:8][CH3:9])=[CH:4][C:3]=1[Cl:10].[Cl-].[Li+].C([Mg]Cl)(C)C.[F:18][C:19]1[CH:24]=[CH:23][CH:22]=[C:21]([F:25])[C:20]=1[N:26]1[C:30]([CH:31]=[O:32])=[CH:29][N:28]=[CH:27]1.[Cl-].[NH4+], predict the reaction product. The product is: [Cl:10][C:3]1[CH:4]=[C:5]([O:8][CH3:9])[CH:6]=[CH:7][C:2]=1[CH:31]([C:30]1[N:26]([C:20]2[C:21]([F:25])=[CH:22][CH:23]=[CH:24][C:19]=2[F:18])[CH:27]=[N:28][CH:29]=1)[OH:32]. (4) Given the reactants [C:1]([O:5][C:6]([N:8]1[CH2:12][CH:11]([C:13](=O)[NH:14][CH2:15][C:16]([C:18]2[CH:23]=[CH:22][C:21]([Br:24])=[CH:20][CH:19]=2)=O)[N:10]([C:26](=[O:36])[CH:27]([NH:31][C:32]([O:34][CH3:35])=[O:33])[CH:28]([CH3:30])[CH3:29])[CH2:9]1)=[O:7])([CH3:4])([CH3:3])[CH3:2].C([O-])(=O)C.[NH4+:41], predict the reaction product. The product is: [C:1]([O:5][C:6]([N:8]1[CH2:12][CH:11]([C:13]2[NH:14][CH:15]=[C:16]([C:18]3[CH:23]=[CH:22][C:21]([Br:24])=[CH:20][CH:19]=3)[N:41]=2)[N:10]([C:26](=[O:36])[CH:27]([NH:31][C:32]([O:34][CH3:35])=[O:33])[CH:28]([CH3:30])[CH3:29])[CH2:9]1)=[O:7])([CH3:3])([CH3:4])[CH3:2]. (5) The product is: [F:1][C:2]1[NH:6][CH:5]=[N:4][C:3]=1[CH2:15][N:16]1[C:25]2[C:20](=[CH:21][CH:22]=[CH:23][CH:24]=2)[CH2:19][CH2:18][CH2:17]1. Given the reactants [F:1][C:2]1[N:6](COCC[Si](C)(C)C)[CH:5]=[N:4][C:3]=1[CH2:15][N:16]1[C:25]2[C:20](=[CH:21][CH:22]=[CH:23][CH:24]=2)[CH2:19][CH2:18][CH2:17]1.[F-].C([N+](CCCC)(CCCC)CCCC)CCC.C1CCCCC1.C(OCC)(=O)C, predict the reaction product. (6) Given the reactants [CH3:1][N:2]([CH3:21])[CH2:3][CH2:4][C:5]1[S:9][C:8]2[CH:10]=[CH:11][CH:12]=[CH:13][C:7]=2[C:6]=1[C:14]([C:16]1[S:20][CH:19]=[N:18][CH:17]=1)=[O:15].[CH3:22][Mg+].[Br-], predict the reaction product. The product is: [CH3:21][N:2]([CH3:1])[CH2:3][CH2:4][C:5]1[S:9][C:8]2[CH:10]=[CH:11][CH:12]=[CH:13][C:7]=2[C:6]=1[C:14]([C:16]1[S:20][CH:19]=[N:18][CH:17]=1)([OH:15])[CH3:22]. (7) Given the reactants [N:1]1([CH2:7][C:8]2[CH:9]=[C:10]([C:14]3[CH:19]=[CH:18][C:17]([N+:20]([O-])=O)=[C:16]([NH2:23])[CH:15]=3)[CH:11]=[CH:12][CH:13]=2)[CH2:6][CH2:5][O:4][CH2:3][CH2:2]1, predict the reaction product. The product is: [N:1]1([CH2:7][C:8]2[CH:9]=[C:10]([C:14]3[CH:19]=[CH:18][C:17]([NH2:20])=[C:16]([NH2:23])[CH:15]=3)[CH:11]=[CH:12][CH:13]=2)[CH2:6][CH2:5][O:4][CH2:3][CH2:2]1. (8) Given the reactants [OH:1][CH:2]([CH3:8])[CH2:3][C:4]1([OH:7])[CH2:6][CH2:5]1.N1C(C)=CC=CC=1C.FC(F)(F)S(O[Si](C)(C)C)(=O)=O.[CH3:29][N:30]1[C:34]([CH:35]=O)=[C:33]([N+:37]([O-:39])=[O:38])[CH:32]=[N:31]1.C(=O)([O-])[O-].[Na+].[Na+].C([O-])(O)=O.[Na+], predict the reaction product. The product is: [CH3:29][N:30]1[C:34]([CH:35]2[O:7][C:4]3([CH2:6][CH2:5]3)[CH2:3][CH:2]([CH3:8])[O:1]2)=[C:33]([N+:37]([O-:39])=[O:38])[CH:32]=[N:31]1. (9) Given the reactants [OH:1][C:2]1[CH:10]=[CH:9][CH:8]=[C:7]2[C:3]=1[C:4](=[O:12])O[C:6]2=[O:11].Cl.[NH2:14][CH2:15][C:16]([O:18][CH3:19])=[O:17], predict the reaction product. The product is: [OH:1][C:2]1[CH:10]=[CH:9][CH:8]=[C:7]2[C:3]=1[C:4](=[O:12])[N:14]([CH2:15][C:16]([O:18][CH3:19])=[O:17])[C:6]2=[O:11]. (10) Given the reactants [CH:1](=[C:8]1[CH2:13][CH2:12][N:11]([C:14]([O:16][C:17]([CH3:20])([CH3:19])[CH3:18])=[O:15])[CH2:10][CH:9]1[CH3:21])[C:2]1[CH:7]=[CH:6][CH:5]=[CH:4][CH:3]=1, predict the reaction product. The product is: [CH2:1]([CH:8]1[CH2:13][CH2:12][N:11]([C:14]([O:16][C:17]([CH3:20])([CH3:19])[CH3:18])=[O:15])[CH2:10][CH:9]1[CH3:21])[C:2]1[CH:3]=[CH:4][CH:5]=[CH:6][CH:7]=1.